Dataset: Peptide-MHC class II binding affinity with 134,281 pairs from IEDB. Task: Regression. Given a peptide amino acid sequence and an MHC pseudo amino acid sequence, predict their binding affinity value. This is MHC class II binding data. (1) The peptide sequence is LNKFVSPKSVIGRFV. The MHC is DRB1_1501 with pseudo-sequence DRB1_1501. The binding affinity (normalized) is 0.567. (2) The peptide sequence is IRDKVQKEYALFYKLDVV. The MHC is DRB1_1302 with pseudo-sequence DRB1_1302. The binding affinity (normalized) is 0.0807. (3) The peptide sequence is PVQRHPRSLFPEFSE. The MHC is DRB1_0701 with pseudo-sequence DRB1_0701. The binding affinity (normalized) is 0.101. (4) The peptide sequence is KFDALSGSQEVEFIG. The MHC is HLA-DQA10201-DQB10303 with pseudo-sequence HLA-DQA10201-DQB10303. The binding affinity (normalized) is 0. (5) The peptide sequence is EHDLERGPPGPRRPP. The MHC is DRB1_0101 with pseudo-sequence DRB1_0101. The binding affinity (normalized) is 0. (6) The peptide sequence is AFKVENGSAAPQLTK. The MHC is DRB1_1302 with pseudo-sequence DRB1_1302. The binding affinity (normalized) is 0.623. (7) The peptide sequence is EKKYFAATQFIPLAA. The MHC is DRB1_1602 with pseudo-sequence DRB1_1602. The binding affinity (normalized) is 0.664. (8) The peptide sequence is ENITSGFLGPLLVLQ. The MHC is DRB1_1501 with pseudo-sequence DRB1_1501. The binding affinity (normalized) is 0.473. (9) The peptide sequence is MMTGRMGERQLQKIE. The MHC is HLA-DQA10303-DQB10402 with pseudo-sequence HLA-DQA10303-DQB10402. The binding affinity (normalized) is 0.